Dataset: Full USPTO retrosynthesis dataset with 1.9M reactions from patents (1976-2016). Task: Predict the reactants needed to synthesize the given product. (1) Given the product [CH:40]1([O:39][C:36]2[N:35]=[CH:34][C:33]([NH:32][C:31]([N:18]3[CH2:19][CH2:20][CH:15]([C:6]4[C:5]5[C:10](=[CH:11][C:12]([O:13][CH3:14])=[C:3]([O:2][CH3:1])[CH:4]=5)[N:9]=[CH:8][N:7]=4)[CH2:16][CH2:17]3)=[O:30])=[CH:38][CH:37]=2)[CH2:41][CH2:42][CH2:43]1, predict the reactants needed to synthesize it. The reactants are: [CH3:1][O:2][C:3]1[CH:4]=[C:5]2[C:10](=[CH:11][C:12]=1[O:13][CH3:14])[N:9]=[CH:8][N:7]=[C:6]2[CH:15]1[CH2:20][CH2:19][NH:18][CH2:17][CH2:16]1.[N+](C1C=CC([O:30][C:31](=O)[NH:32][C:33]2[CH:34]=[N:35][C:36]([O:39][CH:40]3[CH2:43][CH2:42][CH2:41]3)=[CH:37][CH:38]=2)=CC=1)([O-])=O.C(Cl)Cl. (2) Given the product [Cl:1][C:2]1[CH:3]=[C:4]([NH:5][CH2:11][C:12]([O:14][CH2:15][CH3:16])=[O:13])[CH:6]=[CH:7][C:8]=1[Cl:9], predict the reactants needed to synthesize it. The reactants are: [Cl:1][C:2]1[CH:3]=[C:4]([CH:6]=[CH:7][C:8]=1[Cl:9])[NH2:5].Br[CH2:11][C:12]([O:14][CH2:15][CH3:16])=[O:13].C(N(C(C)C)CC)(C)C.FC(F)(F)C(O)=O.C([O-])(O)=O.[Na+].